From a dataset of Forward reaction prediction with 1.9M reactions from USPTO patents (1976-2016). Predict the product of the given reaction. Given the reactants [F:1][CH:2]([F:24])[C:3]1[N:8]2[N:9]=[CH:10][C:11]([C:12]#[CH:13])=[C:7]2[N:6]=[C:5]([C:14]2[CH:19]=[CH:18][C:17]([C:20]([F:23])([F:22])[F:21])=[CH:16][CH:15]=2)[CH:4]=1.Br[C:26]1[CH:27]=[C:28]([S:32]([NH:35][C:36]([CH2:40][OH:41])([CH3:39])[CH2:37][OH:38])(=[O:34])=[O:33])[CH:29]=[CH:30][CH:31]=1, predict the reaction product. The product is: [F:24][CH:2]([F:1])[C:3]1[N:8]2[N:9]=[CH:10][C:11]([C:12]#[C:13][C:26]3[CH:27]=[C:28]([S:32]([NH:35][C:36]([CH2:40][OH:41])([CH3:39])[CH2:37][OH:38])(=[O:34])=[O:33])[CH:29]=[CH:30][CH:31]=3)=[C:7]2[N:6]=[C:5]([C:14]2[CH:19]=[CH:18][C:17]([C:20]([F:23])([F:22])[F:21])=[CH:16][CH:15]=2)[CH:4]=1.